From a dataset of Catalyst prediction with 721,799 reactions and 888 catalyst types from USPTO. Predict which catalyst facilitates the given reaction. (1) Reactant: Br[C:2]1[CH:3]=[C:4]([C:12]([O:14][CH3:15])=[O:13])[CH:5]=[C:6]([CH:11]=1)[C:7]([O:9][CH3:10])=[O:8].Cl.[F:17][C:18]1([F:24])[CH2:23][CH2:22][NH:21][CH2:20][CH2:19]1.C1C=CC(P(C2C(C3C(P(C4C=CC=CC=4)C4C=CC=CC=4)=CC=C4C=3C=CC=C4)=C3C(C=CC=C3)=CC=2)C2C=CC=CC=2)=CC=1.C(=O)([O-])[O-].[Cs+].[Cs+]. Product: [F:17][C:18]1([F:24])[CH2:23][CH2:22][N:21]([C:2]2[CH:3]=[C:4]([C:12]([O:14][CH3:15])=[O:13])[CH:5]=[C:6]([CH:11]=2)[C:7]([O:9][CH3:10])=[O:8])[CH2:20][CH2:19]1. The catalyst class is: 222. (2) Reactant: C(O[BH-](OC(=O)C)OC(=O)C)(=O)C.[Na+].[N+:15]([C:18]1[CH:23]=[CH:22][C:21]([C:24]2[CH2:25][CH2:26][NH:27][CH2:28][CH:29]=2)=[CH:20][CH:19]=1)([O-:17])=[O:16].CCN(C(C)C)C(C)C.[F:39][C:40]([F:45])([F:44])[CH2:41][CH:42]=O. Product: [N+:15]([C:18]1[CH:23]=[CH:22][C:21]([C:24]2[CH2:29][CH2:28][N:27]([CH2:42][CH2:41][C:40]([F:45])([F:44])[F:39])[CH2:26][CH:25]=2)=[CH:20][CH:19]=1)([O-:17])=[O:16]. The catalyst class is: 26. (3) Reactant: [CH2:1]([O:8][C:9]1[CH:14]=[C:13]([O:15][CH2:16][C:17]2[CH:22]=[CH:21][CH:20]=[CH:19][CH:18]=2)[C:12]([C:23]([CH3:25])=[CH2:24])=[CH:11][C:10]=1[C:26]([N:28]1[CH2:36][C:35]2[C:30](=[CH:31][CH:32]=[C:33](Br)[CH:34]=2)[CH2:29]1)=[O:27])[C:2]1[CH:7]=[CH:6][CH:5]=[CH:4][CH:3]=1.[CH3:38][N:39]1[CH2:44][CH2:43][N:42]([CH:45]2[CH2:50][CH2:49][NH:48][CH2:47][CH2:46]2)[CH2:41][CH2:40]1.CC(C)([O-])C.[Na+]. Product: [CH2:1]([O:8][C:9]1[CH:14]=[C:13]([O:15][CH2:16][C:17]2[CH:22]=[CH:21][CH:20]=[CH:19][CH:18]=2)[C:12]([C:23]([CH3:25])=[CH2:24])=[CH:11][C:10]=1[C:26]([N:28]1[CH2:36][C:35]2[C:30](=[CH:31][CH:32]=[C:33]([N:48]3[CH2:47][CH2:46][CH:45]([N:42]4[CH2:41][CH2:40][N:39]([CH3:38])[CH2:44][CH2:43]4)[CH2:50][CH2:49]3)[CH:34]=2)[CH2:29]1)=[O:27])[C:2]1[CH:7]=[CH:6][CH:5]=[CH:4][CH:3]=1. The catalyst class is: 308. (4) The catalyst class is: 15. Product: [CH3:1][C:2]12[C:12](=[O:13])[CH2:11][CH2:10][CH:9]=[C:8]1[CH2:7][C:5]1([S:28][CH2:25][CH2:26][S:27]1)[CH2:4][CH2:3]2. Reactant: [CH3:1][C:2]12[C:12](=[O:13])[CH2:11][CH2:10][CH2:9][C:8]1=[CH:7][C:5](=O)[CH2:4][CH2:3]2.C1(C)C=CC(S(O)(=O)=O)=CC=1.[CH2:25]([SH:28])[CH2:26][SH:27].O. (5) Reactant: [CH2:1]([N:3]([CH3:7])[C:4](Cl)=[O:5])[CH3:2].[OH:8][C:9]1[CH:17]=[C:16]2[C:12]([CH2:13][CH2:14][C:15]2=[O:18])=[CH:11][CH:10]=1.C(=O)([O-])[O-].[K+].[K+]. Product: [O:18]=[C:15]1[C:16]2[C:12](=[CH:11][CH:10]=[C:9]([O:8][C:4](=[O:5])[N:3]([CH2:1][CH3:2])[CH3:7])[CH:17]=2)[CH2:13][CH2:14]1. The catalyst class is: 10.